This data is from Peptide-MHC class I binding affinity with 185,985 pairs from IEDB/IMGT. The task is: Regression. Given a peptide amino acid sequence and an MHC pseudo amino acid sequence, predict their binding affinity value. This is MHC class I binding data. The peptide sequence is ELIKAMNHF. The MHC is HLA-A02:01 with pseudo-sequence HLA-A02:01. The binding affinity (normalized) is 0.404.